From a dataset of Reaction yield outcomes from USPTO patents with 853,638 reactions. Predict the reaction yield, written as a fraction of the theoretical maximum amount of product (1.0 means a 100% yield; for example, 0.34 means a 34% yield). (1) The reactants are Br[CH2:2][CH2:3][CH2:4][CH2:5][CH2:6][C:7]1[S:11][C:10]([NH:12][S:13]([C:16]2[CH:21]=[CH:20][C:19]([CH2:22][CH2:23][CH2:24][CH2:25][CH2:26][CH2:27][CH2:28][CH2:29][CH2:30][CH2:31][CH2:32][CH3:33])=[CH:18][CH:17]=2)(=[O:15])=[O:14])=[N:9][N:8]=1.[CH3:34][NH2:35].C([O-])([O-])=O.[K+].[K+]. The catalyst is CCOCC. The product is [CH2:22]([C:19]1[CH:20]=[CH:21][C:16]([S:13]([NH:12][C:10]2[S:11][C:7]([CH2:6][CH2:5][CH2:4][CH2:3][CH2:2][NH:35][CH3:34])=[N:8][N:9]=2)(=[O:15])=[O:14])=[CH:17][CH:18]=1)[CH2:23][CH2:24][CH2:25][CH2:26][CH2:27][CH2:28][CH2:29][CH2:30][CH2:31][CH2:32][CH3:33]. The yield is 0.610. (2) The reactants are [CH3:1][C@:2]12[CH2:14][CH2:13][NH:12][C@H:11]1[C:10]1[CH:9]=[CH:8][CH:7]=[CH:6][C:5]=1[NH:4][C@H:3]2[C:15]1[CH:19]=[CH:18][S:17][CH:16]=1.[C:20]([NH:28][C@@H:29]1[CH2:34][CH2:33][CH2:32][CH2:31][C@@H:30]1[C:35](O)=[O:36])(=[O:27])[C:21]1[CH:26]=[CH:25][CH:24]=[CH:23][CH:22]=1.C(N(CC)CC)C.CCOC(OC(OCC)=O)=O.C(=O)([O-])O.[Na+]. The catalyst is O1CCCC1.C(#N)C. The product is [CH3:1][C@@:2]12[CH2:14][CH2:13][N:12]([C:35]([C@H:30]3[CH2:31][CH2:32][CH2:33][CH2:34][C@H:29]3[NH:28][C:20](=[O:27])[C:21]3[CH:22]=[CH:23][CH:24]=[CH:25][CH:26]=3)=[O:36])[C@@H:11]1[C:10]1[CH:9]=[CH:8][CH:7]=[CH:6][C:5]=1[NH:4][C@@H:3]2[C:15]1[CH:19]=[CH:18][S:17][CH:16]=1. The yield is 0.0800. (3) The reactants are [CH2:1]([N:8]1[CH2:13][CH2:12][N:11]([CH2:14][C:15]2[CH:20]=[CH:19][CH:18]=[CH:17][CH:16]=2)[CH2:10][C@@H:9]1[CH:21]=[CH2:22])[C:2]1[CH:7]=[CH:6][CH:5]=[CH:4][CH:3]=1.C12BC(CCC1)CCC2.I[C:33]1[CH:38]=[CH:37][CH:36]=[CH:35][C:34]=1[C:39]([F:42])([F:41])[F:40].C1(P(C2C=CC=CC=2)C2C=CC=CC=2)C=CC=CC=1.[OH-].[Na+]. The catalyst is C1C=CC([P]([Pd]([P](C2C=CC=CC=2)(C2C=CC=CC=2)C2C=CC=CC=2)([P](C2C=CC=CC=2)(C2C=CC=CC=2)C2C=CC=CC=2)[P](C2C=CC=CC=2)(C2C=CC=CC=2)C2C=CC=CC=2)(C2C=CC=CC=2)C2C=CC=CC=2)=CC=1. The product is [CH2:1]([N:8]1[CH2:13][CH2:12][N:11]([CH2:14][C:15]2[CH:20]=[CH:19][CH:18]=[CH:17][CH:16]=2)[CH2:10][C@@H:9]1[CH2:21][CH2:22][C:33]1[CH:38]=[CH:37][CH:36]=[CH:35][C:34]=1[C:39]([F:42])([F:41])[F:40])[C:2]1[CH:3]=[CH:4][CH:5]=[CH:6][CH:7]=1. The yield is 0.300. (4) The reactants are [NH2:1][C:2]1[CH:33]=[CH:32][C:5]([CH2:6][CH2:7][N:8]2[C:13]3[N:14]=[C:15]([NH:18][CH3:19])[N:16]=[CH:17][C:12]=3[CH:11]=[C:10]([C:20]3[CH:25]=[C:24]([O:26][CH3:27])[CH:23]=[C:22]([O:28][CH3:29])[C:21]=3[Cl:30])[C:9]2=[O:31])=[CH:4][CH:3]=1.[CH3:34][C:35]([CH3:41])=[CH:36][S:37](Cl)(=[O:39])=[O:38].C(OCC)(=O)C. The catalyst is N1C=CC=CC=1.CN(C=O)C.CN(C1C=CN=CC=1)C. The product is [Cl:30][C:21]1[C:22]([O:28][CH3:29])=[CH:23][C:24]([O:26][CH3:27])=[CH:25][C:20]=1[C:10]1[C:9](=[O:31])[N:8]([CH2:7][CH2:6][C:5]2[CH:32]=[CH:33][C:2]([NH:1][S:37]([CH:36]=[C:35]([CH3:41])[CH3:34])(=[O:39])=[O:38])=[CH:3][CH:4]=2)[C:13]2[N:14]=[C:15]([NH:18][CH3:19])[N:16]=[CH:17][C:12]=2[CH:11]=1. The yield is 0.0800. (5) The reactants are [CH3:1]C(C)([O-])C.[K+].C1COCC1.[CH3:12][N:13]1[C:17]([N:18]2[CH2:24][C:23](=O)[CH2:22][C@@H:21]([NH:26][C:27](=[O:33])[O:28][C:29]([CH3:32])([CH3:31])[CH3:30])[CH2:20][CH2:19]2)=[C:16]([N+:34]([O-:36])=[O:35])[CH:15]=[N:14]1. The catalyst is [Br-].C[P+](C1C=CC=CC=1)(C1C=CC=CC=1)C1C=CC=CC=1.C1(C)C=CC=CC=1. The product is [CH2:1]=[C:23]1[CH2:24][N:18]([C:17]2[N:13]([CH3:12])[N:14]=[CH:15][C:16]=2[N+:34]([O-:36])=[O:35])[CH2:19][CH2:20][C@H:21]([NH:26][C:27](=[O:33])[O:28][C:29]([CH3:32])([CH3:31])[CH3:30])[CH2:22]1. The yield is 0.700. (6) The reactants are S(C1C=CC(C)=CC=1)([O-])(=O)=O.[NH2:12][C@@H:13]([CH3:23])[C:14]([O:16][CH2:17][CH2:18][C:19]([CH3:22])([CH3:21])[CH3:20])=[O:15].[P:24](Cl)(Cl)(=[O:36])[O:25][C:26]1[C:35]2[C:30](=[CH:31][CH:32]=[CH:33][CH:34]=2)[CH:29]=[CH:28][CH:27]=1.C(Cl)[Cl:40]. No catalyst specified. The product is [Cl:40][C:27]1[CH:28]=[CH:29][C:30]2[C:35](=[CH:34][CH:33]=[CH:32][CH:31]=2)[C:26]=1[O:25][P:24](=[N:12][C@@H:13]([CH3:23])[C:14]([O:16][CH2:17][CH2:18][C:19]([CH3:22])([CH3:21])[CH3:20])=[O:15])=[O:36]. The yield is 0.910.